From a dataset of Catalyst prediction with 721,799 reactions and 888 catalyst types from USPTO. Predict which catalyst facilitates the given reaction. (1) The catalyst class is: 8. Product: [C:13]([O:17][C:18]([N:20]1[CH2:25][CH2:24][C:23]2[NH:32][C:4]([C:6]3[CH:11]=[CH:10][N:9]=[C:8]([Cl:12])[CH:7]=3)=[CH:3][C:22]=2[C:21]1=[O:27])=[O:19])([CH3:16])([CH3:15])[CH3:14]. Reactant: Br.Br[CH2:3][C:4]([C:6]1[CH:11]=[CH:10][N:9]=[C:8]([Cl:12])[CH:7]=1)=O.[C:13]([O:17][C:18]([N:20]1[CH2:25][CH2:24][C:23](=O)[CH2:22][C:21]1=[O:27])=[O:19])([CH3:16])([CH3:15])[CH3:14].C([O-])(=O)C.[NH4+:32]. (2) Reactant: [C:1]([O:5][C:6](=[O:31])[NH:7][C:8]1([C:12]2[CH:17]=[CH:16][C:15]([C:18](=O)[C:19]([C:24]3[CH:29]=[CH:28][CH:27]=[CH:26][CH:25]=3)=[CH:20]N(C)C)=[CH:14][CH:13]=2)[CH2:11][CH2:10][CH2:9]1)([CH3:4])([CH3:3])[CH3:2].[NH2:32][C:33]1[CH2:38][C:37]([CH3:40])([CH3:39])[CH2:36][C:35](=[O:41])[CH:34]=1. Product: [C:1]([O:5][C:6](=[O:31])[NH:7][C:8]1([C:12]2[CH:13]=[CH:14][C:15]([C:18]3[C:19]([C:24]4[CH:29]=[CH:28][CH:27]=[CH:26][CH:25]=4)=[CH:20][C:34]4[C:35](=[O:41])[CH2:36][C:37]([CH3:40])([CH3:39])[CH2:38][C:33]=4[N:32]=3)=[CH:16][CH:17]=2)[CH2:9][CH2:10][CH2:11]1)([CH3:4])([CH3:2])[CH3:3]. The catalyst class is: 15. (3) Reactant: [Br:1][C:2]1[CH:3]=[C:4]([CH:13]=[C:14]([Br:17])[C:15]=1[Br:16])[CH2:5][N:6]1[CH:10]=[C:9]([CH:11]=O)[N:8]=[N:7]1.Cl.[NH2:19][OH:20].C(=O)([O-])[O-].[Na+].[Na+]. Product: [Br:1][C:2]1[CH:3]=[C:4]([CH:13]=[C:14]([Br:17])[C:15]=1[Br:16])[CH2:5][N:6]1[CH:10]=[C:9]([CH:11]=[N:19][OH:20])[N:8]=[N:7]1. The catalyst class is: 1. (4) Reactant: [Cl:1][C:2]1[N:3]=[C:4](Cl)[C:5]2[S:10][CH:9]=[CH:8][C:6]=2[N:7]=1.[CH3:12][C:13]1[CH:17]=[C:16]([NH2:18])[NH:15][N:14]=1.C(N(CC)CC)C.O. Product: [Cl:1][C:2]1[N:3]=[C:4]([NH:18][C:16]2[NH:15][N:14]=[C:13]([CH3:12])[CH:17]=2)[C:5]2[S:10][CH:9]=[CH:8][C:6]=2[N:7]=1. The catalyst class is: 60.